This data is from Forward reaction prediction with 1.9M reactions from USPTO patents (1976-2016). The task is: Predict the product of the given reaction. (1) Given the reactants BrC1S[CH:4]=[CH:5][N:6]=1.[OH:7][CH2:8][CH2:9][N:10]1CCNCC1.[CH2:16]([N:18](CC)CC)[CH3:17], predict the reaction product. The product is: [NH2:18][CH2:16][CH2:17][C:4]1[C:9]([CH:8]=[O:7])=[N:10][NH:6][CH:5]=1. (2) Given the reactants [CH3:1][O:2][C:3]1[C:12]2[C:7](=[CH:8][CH:9]=[CH:10][CH:11]=2)[C:6]([NH:13]S(C2SC=CC=2)(=O)=O)=[CH:5][C:4]=1[S:22][CH2:23][C:24]([O:26][CH3:27])=[O:25].[C:28]1([C:38]2[CH:43]=[CH:42][CH:41]=[CH:40][CH:39]=2)[C:29]([S:34](Cl)(=[O:36])=[O:35])=[CH:30][CH:31]=[CH:32][CH:33]=1, predict the reaction product. The product is: [C:28]1([C:38]2[CH:43]=[CH:42][CH:41]=[CH:40][CH:39]=2)[CH:33]=[CH:32][CH:31]=[CH:30][C:29]=1[S:34]([NH:13][C:6]1[C:7]2[C:12](=[CH:11][CH:10]=[CH:9][CH:8]=2)[C:3]([O:2][CH3:1])=[C:4]([S:22][CH2:23][C:24]([O:26][CH3:27])=[O:25])[CH:5]=1)(=[O:36])=[O:35].